From a dataset of Forward reaction prediction with 1.9M reactions from USPTO patents (1976-2016). Predict the product of the given reaction. (1) Given the reactants Br[C:2]1[CH:7]=[CH:6][C:5]([N+:8]([O-:10])=[O:9])=[C:4]([O:11][CH:12]([F:14])[F:13])[CH:3]=1.[N:15]1([C:21]([O:23][C:24]([CH3:27])([CH3:26])[CH3:25])=[O:22])[CH2:20][CH2:19][NH:18][CH2:17][CH2:16]1.C(=O)([O-])[O-].[Cs+].[Cs+], predict the reaction product. The product is: [F:13][CH:12]([F:14])[O:11][C:4]1[CH:3]=[C:2]([N:18]2[CH2:17][CH2:16][N:15]([C:21]([O:23][C:24]([CH3:27])([CH3:26])[CH3:25])=[O:22])[CH2:20][CH2:19]2)[CH:7]=[CH:6][C:5]=1[N+:8]([O-:10])=[O:9]. (2) Given the reactants [CH2:1]([C:4]1[S:31][C:7]2[N:8]=[C:9]([N:25]3[CH2:29][CH2:28][C@H:27]([NH2:30])[CH2:26]3)[N:10]=[C:11]([N:12]3[CH2:17][CH2:16][N:15]4[C:18]([C:21]([F:24])([F:23])[F:22])=[N:19][N:20]=[C:14]4[CH2:13]3)[C:6]=2[CH:5]=1)[CH2:2][CH3:3].[NH2:32][C:33]1[S:34][CH:35]=[C:36]([CH2:38][C:39](O)=[O:40])[N:37]=1.CN(C(ON1N=NC2C=CC=CC1=2)=[N+](C)C)C.F[P-](F)(F)(F)(F)F.C(N(C(C)C)CC)(C)C, predict the reaction product. The product is: [NH2:32][C:33]1[S:34][CH:35]=[C:36]([CH2:38][C:39]([NH:30][C@H:27]2[CH2:28][CH2:29][N:25]([C:9]3[N:10]=[C:11]([N:12]4[CH2:17][CH2:16][N:15]5[C:18]([C:21]([F:22])([F:23])[F:24])=[N:19][N:20]=[C:14]5[CH2:13]4)[C:6]4[CH:5]=[C:4]([CH2:1][CH2:2][CH3:3])[S:31][C:7]=4[N:8]=3)[CH2:26]2)=[O:40])[N:37]=1. (3) Given the reactants Cl.[CH3:2][C:3]1[NH:7][CH:6]=[N:5][C:4]=1[C:8]([OH:10])=O.C1C=CC2N(O)N=NC=2C=1.CCN=C=NCCCN(C)C.C[Si](C)(C)NC(=O)C.[OH:40][CH2:41][CH2:42][NH:43][CH:44]1[CH2:49][CH2:48][N:47]([C:50]([O:52][C:53]([CH3:56])([CH3:55])[CH3:54])=[O:51])[CH2:46][CH2:45]1, predict the reaction product. The product is: [OH:40][CH2:41][CH2:42][N:43]([C:8]([C:4]1[N:5]=[CH:6][NH:7][C:3]=1[CH3:2])=[O:10])[CH:44]1[CH2:49][CH2:48][N:47]([C:50]([O:52][C:53]([CH3:56])([CH3:55])[CH3:54])=[O:51])[CH2:46][CH2:45]1. (4) Given the reactants [NH:1]1[CH:5]=[N:4][N:3]=[N:2]1.[H-].[Na+].[C:8]([O:12][C:13]([N:15]1[CH2:20][CH2:19][C@:18]([OH:44])([C:21]2[CH:26]=[CH:25][C:24]([CH2:27][O:28][CH2:29][C@@H:30]([CH3:43])[CH2:31]OS(C3C=CC(C)=CC=3)(=O)=O)=[CH:23][CH:22]=2)[C@@H:17]([O:45][CH2:46][C:47]2[CH:48]=[CH:49][C:50]3[O:55][CH2:54][CH2:53][N:52]([CH2:56][CH2:57][CH2:58][O:59][CH3:60])[C:51]=3[CH:61]=2)[CH2:16]1)=[O:14])([CH3:11])([CH3:10])[CH3:9].O, predict the reaction product. The product is: [C:8]([O:12][C:13]([N:15]1[CH2:20][CH2:19][C@:18]([OH:44])([C:21]2[CH:22]=[CH:23][C:24]([CH2:27][O:28][CH2:29][C@@H:30]([CH3:43])[CH2:31][N:1]3[CH:5]=[N:4][N:3]=[N:2]3)=[CH:25][CH:26]=2)[C@@H:17]([O:45][CH2:46][C:47]2[CH:48]=[CH:49][C:50]3[O:55][CH2:54][CH2:53][N:52]([CH2:56][CH2:57][CH2:58][O:59][CH3:60])[C:51]=3[CH:61]=2)[CH2:16]1)=[O:14])([CH3:10])([CH3:9])[CH3:11].